From a dataset of Catalyst prediction with 721,799 reactions and 888 catalyst types from USPTO. Predict which catalyst facilitates the given reaction. Reactant: C([Si]([O:8][CH:9]([CH2:14][CH2:15][C:16]1[CH:21]=[CH:20][C:19]([C:22]([CH2:39][CH3:40])([C:25]2[CH:30]=[CH:29][C:28]([O:31][CH2:32][C@@H:33]3[CH2:37][CH2:36][CH2:35][O:34]3)=[C:27]([CH3:38])[CH:26]=2)[CH2:23][CH3:24])=[CH:18][C:17]=1[CH3:41])[C:10]([CH3:13])([CH3:12])[CH3:11])(C)C)(C)(C)C.CCCC[N+](CCCC)(CCCC)CCCC.[F-].CCOCC. Product: [CH2:23]([C:22]([C:19]1[CH:20]=[CH:21][C:16]([CH2:15][CH2:14][CH:9]([OH:8])[C:10]([CH3:13])([CH3:12])[CH3:11])=[C:17]([CH3:41])[CH:18]=1)([C:25]1[CH:30]=[CH:29][C:28]([O:31][CH2:32][C@@H:33]2[CH2:37][CH2:36][CH2:35][O:34]2)=[C:27]([CH3:38])[CH:26]=1)[CH2:39][CH3:40])[CH3:24]. The catalyst class is: 1.